From a dataset of Catalyst prediction with 721,799 reactions and 888 catalyst types from USPTO. Predict which catalyst facilitates the given reaction. (1) Reactant: [Br:1][C:2]1[CH:3]=[CH:4][C:5]([OH:18])=[C:6]([C:8](=[O:17])[CH2:9][C:10]2[CH:15]=[CH:14][CH:13]=[C:12]([F:16])[CH:11]=2)[CH:7]=1.[C:19](O[C:19](=O)[CH2:20][CH2:21][CH3:22])(=O)[CH2:20][CH2:21][CH3:22].Cl. Product: [Br:1][C:2]1[CH:7]=[C:6]2[C:5](=[CH:4][CH:3]=1)[O:18][C:19]([CH2:20][CH2:21][CH3:22])=[C:9]([C:10]1[CH:15]=[CH:14][CH:13]=[C:12]([F:16])[CH:11]=1)[C:8]2=[O:17]. The catalyst class is: 66. (2) Reactant: [NH2:1][C:2]1([C:10](C)=[CH:9][CH:8]=[CH:7][CH2:6]1)C(O)=O.[C:12]([O:15][CH2:16]C)(=[O:14])[CH3:13].C(O)C.C[Si](C=[N+]=[N-])(C)C. Product: [CH3:16][O:15][C:12](=[O:14])[C:13]1[C:9]([CH3:10])=[CH:8][CH:7]=[CH:6][C:2]=1[NH2:1]. The catalyst class is: 27. (3) Reactant: C([O-])(=O)C.[Na+].[Cl:6][C:7]1[CH:12]=[CH:11][N:10]2[N:13]=[CH:14][CH:15]=[C:9]2[N:8]=1.[Br:16]Br.S(S([O-])=O)([O-])(=O)=O.[Na+].[Na+].[OH-].[Na+]. Product: [Br:16][C:15]1[CH:14]=[N:13][N:10]2[CH:11]=[CH:12][C:7]([Cl:6])=[N:8][C:9]=12. The catalyst class is: 15.